This data is from Catalyst prediction with 721,799 reactions and 888 catalyst types from USPTO. The task is: Predict which catalyst facilitates the given reaction. (1) Reactant: F[C:2]1[CH:7]=[CH:6][C:5]([N+:8]([O-:10])=[O:9])=[CH:4][CH:3]=1.[CH3:11][C:12]1[N:13]=[CH:14][NH:15][CH:16]=1.C([O-])([O-])=O.[K+].[K+]. Product: [CH3:11][C:12]1[N:13]=[CH:14][N:15]([C:2]2[CH:7]=[CH:6][C:5]([N+:8]([O-:10])=[O:9])=[CH:4][CH:3]=2)[CH:16]=1. The catalyst class is: 6. (2) Reactant: Br[C:2]1[C:10]([N+:11]([O-:13])=[O:12])=[CH:9][CH:8]=[CH:7][C:3]=1[C:4]([OH:6])=[O:5].[Li]CCCC.[CH3:19][Se:20][Se]C.C(OCC)(=O)C. Product: [CH3:19][Se:20][C:2]1[C:10]([N+:11]([O-:13])=[O:12])=[CH:9][CH:8]=[CH:7][C:3]=1[C:4]([OH:6])=[O:5]. The catalyst class is: 1. (3) Reactant: [OH:1][CH2:2][CH2:3][NH:4][C:5]([C:7]1[CH:8]=[CH:9][CH:10]=[C:11]2[O:15][C:14]([NH:16][CH:17]3[CH2:22][CH2:21][NH:20][CH2:19][CH2:18]3)=[N:13][C:12]=12)=[O:6].[CH2:23]([O:25][C:26]1[CH:27]=[C:28]([CH:31]=[CH:32][C:33]=1[O:34][CH3:35])[CH:29]=O)[CH3:24].C([BH3-])#N.[Na+].C(N(C(C)C)C(C)C)C. Product: [OH:1][CH2:2][CH2:3][NH:4][C:5]([C:7]1[CH:8]=[CH:9][CH:10]=[C:11]2[O:15][C:14]([NH:16][CH:17]3[CH2:22][CH2:21][N:20]([CH2:29][C:28]4[CH:31]=[CH:32][C:33]([O:34][CH3:35])=[C:26]([O:25][CH2:23][CH3:24])[CH:27]=4)[CH2:19][CH2:18]3)=[N:13][C:12]=12)=[O:6]. The catalyst class is: 212. (4) Reactant: I[C:2]1[CH:7]=[CH:6][CH:5]=[C:4]([O:8][C:9]([F:12])([F:11])[F:10])[CH:3]=1.[CH2:13]([OH:18])[CH2:14][CH2:15][C:16]#[CH:17]. Product: [F:10][C:9]([F:12])([F:11])[O:8][C:4]1[CH:3]=[C:2]([C:17]#[C:16][CH2:15][CH2:14][CH2:13][OH:18])[CH:7]=[CH:6][CH:5]=1. The catalyst class is: 73. (5) Reactant: [CH2:1]([N:8]1[CH2:15][CH:14]2[CH2:16][CH:10]([C:11]3[N:12]([C:17](=[O:23])[CH:18]=[C:19]([CH2:21][OH:22])[CH:20]=3)[CH2:13]2)[CH2:9]1)[C:2]1[CH:7]=[CH:6][CH:5]=[CH:4][CH:3]=1.[H-].[Na+].[I-].[C:27]([NH3+])(C)([CH3:29])[CH3:28].C(Br)C=C. Product: [CH2:29]([O:22][CH2:21][C:19]1[CH:20]=[C:11]2[CH:10]3[CH2:16][CH:14]([CH2:15][N:8]([CH2:1][C:2]4[CH:3]=[CH:4][CH:5]=[CH:6][CH:7]=4)[CH2:9]3)[CH2:13][N:12]2[C:17](=[O:23])[CH:18]=1)[CH:27]=[CH2:28]. The catalyst class is: 1. (6) Reactant: [C:1]([C:4]1[CH:5]=[CH:6][C:7]2[N:11]=[C:10]([CH3:12])[N:9]([CH2:13][C:14]3[CH:19]=[CH:18][CH:17]=[CH:16][C:15]=3[Cl:20])[C:8]=2[CH:21]=1)(O)=[O:2].[F:22][C:23]([F:29])([F:28])[S:24]([NH2:27])(=[O:26])=[O:25].C1(C2CCCCCCCCCC=2)CCCCCCCCNN=1. Product: [ClH:20].[Cl:20][C:15]1[CH:16]=[CH:17][CH:18]=[CH:19][C:14]=1[CH2:13][N:9]1[C:8]2[CH:21]=[C:4]([C:1](=[O:2])[NH:27][S:24]([C:23]([F:29])([F:28])[F:22])(=[O:26])=[O:25])[CH:5]=[CH:6][C:7]=2[N:11]=[C:10]1[CH3:12]. The catalyst class is: 9. (7) Reactant: [N+:1]([C:4]1[CH:12]=[C:11]([N+]([O-])=O)[CH:10]=[CH:9][C:5]=1[C:6]([OH:8])=[O:7])([O-:3])=[O:2].C(Cl)(=O)C(Cl)=O.[C:22]1([OH:28])[CH:27]=[CH:26][CH:25]=[CH:24][CH:23]=1.[H-].[Na+].[H-]. Product: [N+:1]([C:4]1[CH:12]=[C:11]([O:28][C:22]2[CH:27]=[CH:26][CH:25]=[CH:24][CH:23]=2)[CH:10]=[CH:9][C:5]=1[C:6]([OH:8])=[O:7])([O-:3])=[O:2]. The catalyst class is: 139. (8) Reactant: F[B-](F)(F)F.C([O+]([CH2:11][CH3:12])CC)C.[Br:13][C:14]1[CH:15]=[C:16]2[C:20](=[C:21]([Cl:23])[CH:22]=1)[NH:19][N:18]=[CH:17]2. Product: [Br:13][C:14]1[CH:22]=[C:21]([Cl:23])[C:20]2[C:16](=[CH:17][N:18]([CH2:11][CH3:12])[N:19]=2)[CH:15]=1. The catalyst class is: 13.